This data is from Reaction yield outcomes from USPTO patents with 853,638 reactions. The task is: Predict the reaction yield, written as a fraction of the theoretical maximum amount of product (1.0 means a 100% yield; for example, 0.34 means a 34% yield). (1) The reactants are [CH2:1]([C:3]1([C:13]2[C:21]3[C:16](=[C:17]([N+:22]([O-])=O)[CH:18]=[CH:19][CH:20]=3)[N:15]([CH3:25])[CH:14]=2)[C:11]2[C:6](=[CH:7][C:8]([F:12])=[CH:9][CH:10]=2)[CH2:5][CH2:4]1)[CH3:2]. The catalyst is [Pd].C(O)C. The product is [CH2:1]([C:3]1([C:13]2[C:21]3[C:16](=[C:17]([NH2:22])[CH:18]=[CH:19][CH:20]=3)[N:15]([CH3:25])[CH:14]=2)[C:11]2[C:6](=[CH:7][C:8]([F:12])=[CH:9][CH:10]=2)[CH2:5][CH2:4]1)[CH3:2]. The yield is 0.710. (2) The catalyst is C(Cl)Cl. The reactants are [C:1]1([C:30]2[CH:35]=[CH:34][CH:33]=[CH:32][CH:31]=2)[CH:6]=[CH:5][CH:4]=[CH:3][C:2]=1[NH:7][C:8]([O:10][CH:11]1[CH2:16][CH2:15][N:14]([CH2:17][CH2:18][C:19](CNCCCCC(O)=O)=[O:20])[CH2:13][CH2:12]1)=[O:9].[O:36]1[CH2:40][CH2:39][O:38][CH:37]1[C:41]1[CH:46]=[CH:45][C:44]([NH2:47])=[CH:43][CH:42]=1.C([N:51]([CH2:55][CH3:56])[CH:52](C)C)(C)C.[OH:57]N1C2N=CC=CC=2N=N1.CCN=C=N[CH2:72][CH2:73][CH2:74]N(C)C.Cl. The yield is 1.00. The product is [O:36]1[CH2:40][CH2:39][O:38][CH:37]1[C:41]1[CH:46]=[CH:45][C:44]([NH:47][C:72]([CH2:73][CH2:74][CH2:56][CH2:55][N:51]([CH3:52])[C:19]([CH2:18][CH2:17][N:14]2[CH2:15][CH2:16][CH:11]([O:10][C:8](=[O:9])[NH:7][C:2]3[CH:3]=[CH:4][CH:5]=[CH:6][C:1]=3[C:30]3[CH:35]=[CH:34][CH:33]=[CH:32][CH:31]=3)[CH2:12][CH2:13]2)=[O:20])=[O:57])=[CH:43][CH:42]=1. (3) The reactants are B(Br)(Br)Br.C[O:6][C:7]1[CH:8]=[C:9]2[C:13](=[CH:14][CH:15]=1)[NH:12][C:11]([CH3:16])=[CH:10]2.O.[OH-].[Na+]. The catalyst is C(Cl)Cl. The product is [OH:6][C:7]1[CH:8]=[C:9]2[C:13](=[CH:14][CH:15]=1)[NH:12][C:11]([CH3:16])=[CH:10]2. The yield is 0.930. (4) The product is [NH2:20][C:19]1[C:3]([O:2][CH3:1])=[CH:4][C:5]2[CH2:11][CH2:10][N:9]([CH2:12][C:13]([N:15]([CH3:17])[CH3:16])=[O:14])[CH2:8][CH2:7][C:6]=2[CH:18]=1. The reactants are [CH3:1][O:2][C:3]1[C:19]([N+:20]([O-])=O)=[CH:18][C:6]2[CH2:7][CH2:8][N:9]([CH2:12][C:13]([N:15]([CH3:17])[CH3:16])=[O:14])[CH2:10][CH2:11][C:5]=2[CH:4]=1. The catalyst is CO.[Pd]. The yield is 0.690. (5) The reactants are CO[C:3](=[O:13])[C:4]1[C:9]([Cl:10])=[CH:8][CH:7]=[CH:6][C:5]=1[CH2:11]Br.C(N(CC)CC)C.Cl.[NH2:22][C@H:23]1[C:31]2[C:26](=[CH:27][C:28]([C:33]([O:35][CH3:36])=[O:34])=[C:29]([F:32])[CH:30]=2)[CH2:25][CH2:24]1. The catalyst is C1(C)C=CC=CC=1.C(OCC)(=O)C.C([O-])(O)=O.[Na+]. The product is [Cl:10][C:9]1[CH:8]=[CH:7][CH:6]=[C:5]2[C:4]=1[C:3](=[O:13])[N:22]([C@H:23]1[C:31]3[C:26](=[CH:27][C:28]([C:33]([O:35][CH3:36])=[O:34])=[C:29]([F:32])[CH:30]=3)[CH2:25][CH2:24]1)[CH2:11]2. The yield is 0.650. (6) The reactants are [H-].[Na+].[CH3:3][C:4]1[CH:9]=[CH:8][C:7]([CH:10]([OH:15])[C:11]([F:14])([F:13])[F:12])=[CH:6][CH:5]=1.[NH2:16][C:17]1[N:22]=[C:21](Cl)[CH:20]=[C:19]([Cl:24])[N:18]=1.O. The catalyst is C1COCC1.C(OCC)(=O)C. The product is [Cl:24][C:19]1[CH:20]=[C:21]([O:15][CH:10]([C:7]2[CH:8]=[CH:9][C:4]([CH3:3])=[CH:5][CH:6]=2)[C:11]([F:12])([F:13])[F:14])[N:22]=[C:17]([NH2:16])[N:18]=1. The yield is 0.660. (7) The reactants are [C:1]([O:5][C:6](=[O:20])[CH2:7][N:8]([S:10]([C:13]1[CH:18]=[CH:17][C:16](F)=[CH:15][CH:14]=1)(=[O:12])=[O:11])[CH3:9])([CH3:4])([CH3:3])[CH3:2].[CH2:21]([NH2:24])[C:22]#[CH:23]. The catalyst is CN(C)C=O. The product is [CH3:9][N:8]([S:10]([C:13]1[CH:18]=[CH:17][C:16]([NH:24][CH2:21][C:22]#[CH:23])=[CH:15][CH:14]=1)(=[O:12])=[O:11])[CH2:7][C:6]([O:5][C:1]([CH3:4])([CH3:3])[CH3:2])=[O:20]. The yield is 0.530. (8) The reactants are [NH2:1][C:2]1[S:3][C:4]2[CH:10]=[CH:9][C:8]([C:11](O)([CH2:14][CH3:15])[CH2:12][CH3:13])=[CH:7][C:5]=2[N:6]=1.[NH:17]1[C:25]2[C:20](=[CH:21][CH:22]=[CH:23][C:24]=2[NH:26][S:27]([CH3:30])(=[O:29])=[O:28])[CH:19]=[CH:18]1.C(O)(C(F)(F)F)=O. The catalyst is C(Cl)Cl. The product is [NH2:1][C:2]1[S:3][C:4]2[CH:10]=[CH:9][C:8]([C:11]([C:19]3[C:20]4[C:25](=[C:24]([NH:26][S:27]([CH3:30])(=[O:28])=[O:29])[CH:23]=[CH:22][CH:21]=4)[NH:17][CH:18]=3)([CH2:14][CH3:15])[CH2:12][CH3:13])=[CH:7][C:5]=2[N:6]=1. The yield is 0.530. (9) The reactants are [CH2:1]([N:8]1[C:16]2[C:11](=[CH:12][C:13]([C:17]3[CH:22]=[CH:21][C:20]([F:23])=[C:19]([Cl:24])[CH:18]=3)=[CH:14][CH:15]=2)[C:10]([C:25](=[O:31])[C:26]([O:28]CC)=[O:27])=[CH:9]1)[C:2]1[CH:7]=[CH:6][CH:5]=[CH:4][CH:3]=1.[OH-].[K+]. The catalyst is C1COCC1.O. The product is [CH2:1]([N:8]1[C:16]2[C:11](=[CH:12][C:13]([C:17]3[CH:22]=[CH:21][C:20]([F:23])=[C:19]([Cl:24])[CH:18]=3)=[CH:14][CH:15]=2)[C:10]([C:25](=[O:31])[C:26]([OH:28])=[O:27])=[CH:9]1)[C:2]1[CH:7]=[CH:6][CH:5]=[CH:4][CH:3]=1. The yield is 0.630. (10) The reactants are [F:1][C:2]([F:14])([F:13])[C@@H:3]1[CH2:8][CH2:7][NH:6][CH2:5][C@H:4]1[C:9]([O:11]C)=[O:10].Cl[C:16]1[N:21]=[CH:20][NH:19][C:18]2=[N:22][CH:23]=[CH:24][C:17]=12.N1C=CC=CC=1.[Li+].[OH-]. The catalyst is CN(C=O)C.[Cl-].[Na+].O.O. The product is [N:19]1[C:18]2[NH:22][CH:23]=[CH:24][C:17]=2[C:16]([N:6]2[CH2:7][CH2:8][C@@H:3]([C:2]([F:14])([F:13])[F:1])[C@H:4]([C:9]([OH:11])=[O:10])[CH2:5]2)=[N:21][CH:20]=1. The yield is 0.525.